Dataset: Full USPTO retrosynthesis dataset with 1.9M reactions from patents (1976-2016). Task: Predict the reactants needed to synthesize the given product. (1) Given the product [Cl:19][C:20]1[N:28]=[CH:27][CH:26]=[CH:25][C:21]=1[C:22]([NH:8][C:5]1[CH:6]=[CH:7][C:2]([Cl:1])=[C:3]([C:9]2[O:10][C:11]3[CH:17]=[CH:16][C:15]([CH3:18])=[CH:14][C:12]=3[N:13]=2)[CH:4]=1)=[O:23], predict the reactants needed to synthesize it. The reactants are: [Cl:1][C:2]1[CH:7]=[CH:6][C:5]([NH2:8])=[CH:4][C:3]=1[C:9]1[O:10][C:11]2[CH:17]=[CH:16][C:15]([CH3:18])=[CH:14][C:12]=2[N:13]=1.[Cl:19][C:20]1[N:28]=[CH:27][CH:26]=[CH:25][C:21]=1[C:22](Cl)=[O:23]. (2) Given the product [CH3:19][N:20]([CH3:22])[CH:21]=[C:9]1[CH2:10][CH2:11][CH2:12][CH:7]([N:1]2[CH2:2][CH2:3][O:4][CH2:5][CH2:6]2)[C:8]1=[O:13], predict the reactants needed to synthesize it. The reactants are: [N:1]1([CH:7]2[CH2:12][CH2:11][CH2:10][CH2:9][C:8]2=[O:13])[CH2:6][CH2:5][O:4][CH2:3][CH2:2]1.C(O[CH:19](N(C)C)[N:20]([CH3:22])[CH3:21])(C)(C)C. (3) Given the product [N:19]1([CH2:14][C:13]2[CH:12]=[C:11]([C:10]#[C:9][CH2:8][CH2:7][N:1]3[CH2:6][CH2:5][O:4][CH2:3][CH2:2]3)[CH:18]=[CH:17][CH:16]=2)[CH2:24][CH2:23][S:22][CH2:21][CH2:20]1, predict the reactants needed to synthesize it. The reactants are: [N:1]1([CH2:7][CH2:8][C:9]#[C:10][C:11]2[CH:12]=[C:13]([CH:16]=[CH:17][CH:18]=2)[CH:14]=O)[CH2:6][CH2:5][O:4][CH2:3][CH2:2]1.[NH:19]1[CH2:24][CH2:23][S:22][CH2:21][CH2:20]1. (4) Given the product [CH2:19]([NH:22][C:16](=[O:18])[CH2:15][S:14][CH:1]([C:2]1[CH:3]=[CH:4][CH:5]=[CH:6][CH:7]=1)[C:8]1[CH:9]=[CH:10][CH:11]=[CH:12][CH:13]=1)[CH:20]=[CH2:21], predict the reactants needed to synthesize it. The reactants are: [CH:1]([S:14][CH2:15][C:16]([OH:18])=O)([C:8]1[CH:13]=[CH:12][CH:11]=[CH:10][CH:9]=1)[C:2]1[CH:7]=[CH:6][CH:5]=[CH:4][CH:3]=1.[CH2:19]([NH2:22])[CH:20]=[CH2:21]. (5) Given the product [C:1]([O:5][C:6](=[O:22])[NH:7][C:8]1[CH:13]=[CH:12][C:11]([C:14]2([OH:21])[CH2:19][CH2:18][CH:17]([N:23]3[CH2:26][CH:25]([NH:27][C:28](=[O:29])[CH2:30][NH:31][C:32](=[O:43])[C:33]4[CH:38]=[CH:37][CH:36]=[C:35]([C:39]([F:41])([F:42])[F:40])[CH:34]=4)[CH2:24]3)[CH2:16][CH2:15]2)=[CH:10][CH:9]=1)([CH3:4])([CH3:3])[CH3:2], predict the reactants needed to synthesize it. The reactants are: [C:1]([O:5][C:6](=[O:22])[NH:7][C:8]1[CH:13]=[CH:12][C:11]([C:14]2([OH:21])[CH2:19][CH2:18][C:17](=O)[CH2:16][CH2:15]2)=[CH:10][CH:9]=1)([CH3:4])([CH3:3])[CH3:2].[NH:23]1[CH2:26][CH:25]([NH:27][C:28]([CH2:30][NH:31][C:32](=[O:43])[C:33]2[CH:38]=[CH:37][CH:36]=[C:35]([C:39]([F:42])([F:41])[F:40])[CH:34]=2)=[O:29])[CH2:24]1. (6) Given the product [C:11]([C:13]1[CH:14]=[C:15]2[C:19](=[CH:20][CH:21]=1)[N:18]([S:22]([C:25]1[CH:30]=[CH:29][C:28]([CH3:31])=[CH:27][CH:26]=1)(=[O:24])=[O:23])[CH:17]=[C:16]2[C@H:32]1[CH2:34][C@H:33]1[CH:35]=[O:36])#[N:12], predict the reactants needed to synthesize it. The reactants are: C(Cl)(=O)C(Cl)=O.CS(C)=O.[C:11]([C:13]1[CH:14]=[C:15]2[C:19](=[CH:20][CH:21]=1)[N:18]([S:22]([C:25]1[CH:30]=[CH:29][C:28]([CH3:31])=[CH:27][CH:26]=1)(=[O:24])=[O:23])[CH:17]=[C:16]2[C@H:32]1[CH2:34][C@H:33]1[CH2:35][OH:36])#[N:12].C(N(CC)CC)C. (7) Given the product [CH2:8]([O:15][CH2:16][CH2:17][CH2:18][N:3]1[C:4](=[O:6])[CH2:5][NH:1][C:2]1=[O:7])[C:9]1[CH:14]=[CH:13][CH:12]=[CH:11][CH:10]=1, predict the reactants needed to synthesize it. The reactants are: [NH:1]1[CH2:5][C:4](=[O:6])[NH:3][C:2]1=[O:7].[CH2:8]([O:15][CH2:16][CH2:17][CH2:18]O)[C:9]1[CH:14]=[CH:13][CH:12]=[CH:11][CH:10]=1.C1(P(C2C=CC=CC=2)C2C=CC=CC=2)C=CC=CC=1.N(C(OC(C)C)=O)=NC(OC(C)C)=O. (8) Given the product [C:1]([O:5][C:6]([N:8]1[CH2:13][CH2:12][C@H:11]([CH2:14][N:15]=[N+:16]=[N-:17])[C@H:10]([F:29])[CH2:9]1)=[O:7])([CH3:4])([CH3:3])[CH3:2], predict the reactants needed to synthesize it. The reactants are: [C:1]([O:5][C:6]([N:8]1[CH2:13][CH2:12][C@@H:11]([CH2:14][N:15]=[N+:16]=[N-:17])[C@H:10](O)[CH2:9]1)=[O:7])([CH3:4])([CH3:3])[CH3:2].COCCN(S(F)(F)[F:29])CCOC.C(=O)(O)[O-].[Na+]. (9) Given the product [Cl:1][C:2]1[CH:18]=[CH:17][C:5]2[CH2:6][CH2:7][N:8]([C:11](=[O:16])[C:12]([F:15])([F:14])[F:13])[CH2:9][CH2:10][C:4]=2[C:3]=1[C:30]#[C:29][Si:28]([CH3:32])([CH3:31])[CH3:27], predict the reactants needed to synthesize it. The reactants are: [Cl:1][C:2]1[CH:18]=[CH:17][C:5]2[CH2:6][CH2:7][N:8]([C:11](=[O:16])[C:12]([F:15])([F:14])[F:13])[CH2:9][CH2:10][C:4]=2[C:3]=1OS(C(F)(F)F)(=O)=O.[CH3:27][Si:28]([CH3:32])([CH3:31])[C:29]#[CH:30]. (10) The reactants are: C([O:8][C:9](=[O:28])[CH2:10][CH2:11][NH:12][C:13](=[O:27])[C:14]1[CH:19]=[CH:18][C:17]([N:20]2[CH2:25][CH2:24][C:23](=O)[CH2:22][CH2:21]2)=[CH:16][CH:15]=1)C1C=CC=CC=1.[NH2:29][CH2:30][C@@H:31]([C:33]1[CH:34]=[CH:35][C:36]([OH:44])=[C:37]([NH:39][S:40]([CH3:43])(=[O:42])=[O:41])[CH:38]=1)[OH:32]. Given the product [OH:32][C@H:31]([C:33]1[CH:34]=[CH:35][C:36]([OH:44])=[C:37]([NH:39][S:40]([CH3:43])(=[O:42])=[O:41])[CH:38]=1)[CH2:30][NH:29][CH:23]1[CH2:22][CH2:21][N:20]([C:17]2[CH:16]=[CH:15][C:14]([C:13]([NH:12][CH2:11][CH2:10][C:9]([OH:8])=[O:28])=[O:27])=[CH:19][CH:18]=2)[CH2:25][CH2:24]1, predict the reactants needed to synthesize it.